From a dataset of Reaction yield outcomes from USPTO patents with 853,638 reactions. Predict the reaction yield, written as a fraction of the theoretical maximum amount of product (1.0 means a 100% yield; for example, 0.34 means a 34% yield). (1) The reactants are [NH2:1][CH2:2][CH:3]([S:8]([OH:11])(=[O:10])=[O:9])[CH2:4][C:5]([OH:7])=[O:6].[C:12]1(=[O:18])[O:17][C:15](=[O:16])[CH:14]=[CH:13]1. The catalyst is CC(N(C)C)=O. The product is [C:5]([CH2:4][CH:3]([S:8]([OH:11])(=[O:9])=[O:10])[CH2:2][NH:1][C:12](=[O:18])/[CH:13]=[CH:14]\[C:15]([OH:17])=[O:16])([OH:7])=[O:6]. The yield is 0.830. (2) The reactants are [CH3:1][O:2][C:3](=[O:27])[CH:4]([CH:11]1[CH2:16][CH2:15][N:14](C(OCC2C=CC=CC=2)=O)[CH2:13][CH2:12]1)[C:5]1[CH:10]=[CH:9][CH:8]=[CH:7][CH:6]=1.CO. The catalyst is CCO. The product is [C:5]1([CH:4]([CH:11]2[CH2:16][CH2:15][NH:14][CH2:13][CH2:12]2)[C:3]([O:2][CH3:1])=[O:27])[CH:6]=[CH:7][CH:8]=[CH:9][CH:10]=1. The yield is 0.990. (3) The reactants are Cl[C:2]1[N:7]=[C:6]([NH:8][C:9]2[CH:19]=[CH:18][C:17]([N:20]3[CH2:25][CH2:24][O:23][CH2:22][CH2:21]3)=[CH:16][C:10]=2[O:11][CH2:12][CH2:13][C:14]#[N:15])[C:5]([Cl:26])=[CH:4][N:3]=1.[NH2:27][C:28]1[CH:29]=[CH:30][C:31]2[C:37]([CH3:39])([CH3:38])[CH2:36][CH2:35][C:34](=[O:40])[NH:33][C:32]=2[CH:41]=1.C12(CS(O)(=O)=O)C(C)(C)C(CC1)CC2=O.C(=O)(O)[O-].[Na+]. The catalyst is C(O)(C)C.O. The product is [Cl:26][C:5]1[C:6]([NH:8][C:9]2[CH:19]=[CH:18][C:17]([N:20]3[CH2:25][CH2:24][O:23][CH2:22][CH2:21]3)=[CH:16][C:10]=2[O:11][CH2:12][CH2:13][C:14]#[N:15])=[N:7][C:2]([NH:27][C:28]2[CH:29]=[CH:30][C:31]3[C:37]([CH3:38])([CH3:39])[CH2:36][CH2:35][C:34](=[O:40])[NH:33][C:32]=3[CH:41]=2)=[N:3][CH:4]=1. The yield is 0.750.